The task is: Predict the reactants needed to synthesize the given product.. This data is from Full USPTO retrosynthesis dataset with 1.9M reactions from patents (1976-2016). (1) Given the product [Br:1][C:2]1[N:7]=[C:6]([CH3:8])[N:5]=[C:4]([CH:9]=[N:11][OH:12])[CH:3]=1, predict the reactants needed to synthesize it. The reactants are: [Br:1][C:2]1[N:7]=[C:6]([CH3:8])[N:5]=[C:4]([CH:9]=O)[CH:3]=1.[NH2:11][OH:12].Cl.C([O-])(=O)C.C(O)(=O)C.[Na+]. (2) Given the product [C:9]([NH:8][CH2:7][CH2:6][CH2:5][S:2]([O:22][CH2:21][C:20]([CH3:34])([CH3:19])[CH:23]([O:26][CH2:27][C:28]1[CH:33]=[CH:32][CH:31]=[CH:30][CH:29]=1)[CH:24]=[CH2:25])(=[O:4])=[O:3])(=[O:11])[CH3:10], predict the reactants needed to synthesize it. The reactants are: Cl[S:2]([CH2:5][CH2:6][CH2:7][NH:8][C:9](=[O:11])[CH3:10])(=[O:4])=[O:3].C(N(CC)CC)C.[CH3:19][C:20]([CH3:34])([CH:23]([O:26][CH2:27][C:28]1[CH:33]=[CH:32][CH:31]=[CH:30][CH:29]=1)[CH:24]=[CH2:25])[CH2:21][OH:22]. (3) Given the product [CH2:33]([O:32][C:30](=[O:31])[CH2:29][O:27][CH:23]1[C:24]2[C:20](=[CH:19][C:18]([C:15]3[N:14]=[C:13]([C:9]4[CH:8]=[C:7]5[C:12](=[CH:11][CH:10]=4)[N:4]([CH:1]([CH3:3])[CH3:2])[CH:5]=[CH:6]5)[O:17][N:16]=3)=[CH:26][CH:25]=2)[CH2:21][CH2:22]1)[CH3:34], predict the reactants needed to synthesize it. The reactants are: [CH:1]([N:4]1[C:12]2[C:7](=[CH:8][C:9]([C:13]3[O:17][N:16]=[C:15]([C:18]4[CH:19]=[C:20]5[C:24](=[CH:25][CH:26]=4)[CH:23]([OH:27])[CH2:22][CH2:21]5)[N:14]=3)=[CH:10][CH:11]=2)[CH:6]=[CH:5]1)([CH3:3])[CH3:2].Br[CH2:29][C:30]([O:32][CH2:33][CH3:34])=[O:31]. (4) The reactants are: Br[C:2]1[N:3]=[CH:4][C:5]([C:8]([N:10]2[CH2:15][CH2:14][N:13]([C:16]3[C:21]([CH3:22])=[CH:20][C:19]([CH3:23])=[CH:18][N:17]=3)[CH2:12][CH2:11]2)=[O:9])=[N:6][CH:7]=1.[CH3:24][C@@H:25]1[CH2:29][O:28][C:27](=[O:30])[NH:26]1. Given the product [CH3:22][C:21]1[C:16]([N:13]2[CH2:14][CH2:15][N:10]([C:8]([C:5]3[N:6]=[CH:7][C:2]([N:26]4[C@H:25]([CH3:24])[CH2:29][O:28][C:27]4=[O:30])=[N:3][CH:4]=3)=[O:9])[CH2:11][CH2:12]2)=[N:17][CH:18]=[C:19]([CH3:23])[CH:20]=1, predict the reactants needed to synthesize it. (5) Given the product [OH:1][C@@H:2]([C:8]1[CH:13]=[CH:12][CH:11]=[CH:10][CH:9]=1)[CH2:3][CH2:4][C:5]([NH2:7])=[O:6], predict the reactants needed to synthesize it. The reactants are: [OH:1][CH:2]([C:8]1[CH:13]=[CH:12][CH:11]=[CH:10][CH:9]=1)[CH2:3][CH2:4][C:5]([NH2:7])=[O:6].[K+].[Br-]. (6) Given the product [CH2:51]([O:58][CH2:59][CH2:60][CH2:61][CH2:62][O:63][C:64]1([C:68]2[CH:73]=[CH:72][CH:71]=[CH:70][C:69]=2[CH3:74])[CH2:67][N:66]([C:32](=[O:34])[C@H:31]([NH:30][C:28](=[O:29])[O:27][C:23]([CH3:24])([CH3:25])[CH3:26])[CH2:35][C:36]2[CH:41]=[CH:40][C:39]([O:42][CH3:43])=[CH:38][CH:37]=2)[CH2:65]1)[C:52]1[CH:57]=[CH:56][CH:55]=[CH:54][CH:53]=1, predict the reactants needed to synthesize it. The reactants are: Cl.C(N=C=NCCCN(C)C)C.ON1C2C=CC=CC=2N=N1.[C:23]([O:27][C:28]([NH:30][C@H:31]([CH2:35][C:36]1[CH:41]=[CH:40][C:39]([O:42][CH3:43])=[CH:38][CH:37]=1)[C:32]([OH:34])=O)=[O:29])([CH3:26])([CH3:25])[CH3:24].FC(F)(F)C(O)=O.[CH2:51]([O:58][CH2:59][CH2:60][CH2:61][CH2:62][O:63][C:64]1([C:68]2[CH:73]=[CH:72][CH:71]=[CH:70][C:69]=2[CH3:74])[CH2:67][NH:66][CH2:65]1)[C:52]1[CH:57]=[CH:56][CH:55]=[CH:54][CH:53]=1.C(N(CC)C(C)C)(C)C.[OH-].[Na+]. (7) Given the product [CH2:1]([O:3][C:4]([C:6]1[NH:7][C:8]2[C:13]([CH:14]=1)=[CH:12][C:11]([S:19][C:20]#[N:21])=[C:10]([C:15]([CH3:17])([CH3:16])[CH3:18])[CH:9]=2)=[O:5])[CH3:2], predict the reactants needed to synthesize it. The reactants are: [CH2:1]([O:3][C:4]([C:6]1[NH:7][C:8]2[C:13]([CH:14]=1)=[CH:12][CH:11]=[C:10]([C:15]([CH3:18])([CH3:17])[CH3:16])[CH:9]=2)=[O:5])[CH3:2].[S-:19][C:20]#[N:21].[NH4+].BrBr. (8) Given the product [F:21][C:22]([F:35])([F:34])[S:23]([O:1][C:2]1[CH:14]=[CH:13][C:5]2[C:6]([C:9]([O:11][CH3:12])=[O:10])=[CH:7][S:8][C:4]=2[CH:3]=1)(=[O:25])=[O:24], predict the reactants needed to synthesize it. The reactants are: [OH:1][C:2]1[CH:14]=[CH:13][C:5]2[C:6]([C:9]([O:11][CH3:12])=[O:10])=[CH:7][S:8][C:4]=2[CH:3]=1.N1C=CC=CC=1.[F:21][C:22]([F:35])([F:34])[S:23](O[S:23]([C:22]([F:35])([F:34])[F:21])(=[O:25])=[O:24])(=[O:25])=[O:24].